This data is from Catalyst prediction with 721,799 reactions and 888 catalyst types from USPTO. The task is: Predict which catalyst facilitates the given reaction. Reactant: [CH2:1]([O:8][C:9]1[CH:14]=[CH:13][C:12]([CH:15]2[CH:20]=[CH:19][N:18]([CH:21]([C:23]3[CH:28]=[CH:27][CH:26]=[CH:25][CH:24]=3)[CH3:22])[CH2:17][CH:16]2[OH:29])=[CH:11][CH:10]=1)[C:2]1[CH:7]=[CH:6][CH:5]=[CH:4][CH:3]=1.N1C(C)=CC=CC=1C.FC(F)(F)S(O[Si:44]([CH:51]([CH3:53])[CH3:52])([CH:48]([CH3:50])[CH3:49])[CH:45]([CH3:47])[CH3:46])(=O)=O.O. Product: [CH2:1]([O:8][C:9]1[CH:14]=[CH:13][C:12]([CH:15]2[CH:20]=[CH:19][N:18]([CH:21]([C:23]3[CH:28]=[CH:27][CH:26]=[CH:25][CH:24]=3)[CH3:22])[CH2:17][CH:16]2[O:29][Si:44]([CH:51]([CH3:53])[CH3:52])([CH:48]([CH3:50])[CH3:49])[CH:45]([CH3:47])[CH3:46])=[CH:11][CH:10]=1)[C:2]1[CH:3]=[CH:4][CH:5]=[CH:6][CH:7]=1. The catalyst class is: 4.